This data is from Full USPTO retrosynthesis dataset with 1.9M reactions from patents (1976-2016). The task is: Predict the reactants needed to synthesize the given product. (1) Given the product [CH2:17]([O:19][C:20]1[O:5][C:4](=[O:6])[C:3]2[CH:7]=[C:8]([CH3:11])[CH:9]=[CH:10][C:2]=2[N:1]=1)[CH2:22][CH2:23][CH2:24][CH2:25][CH2:26][CH2:26][CH2:25][CH2:24][CH2:23][CH2:22][CH2:4][CH2:3][CH2:2][CH2:10][CH3:9], predict the reactants needed to synthesize it. The reactants are: [NH2:1][C:2]1[CH:10]=[CH:9][C:8]([CH3:11])=[CH:7][C:3]=1[C:4]([OH:6])=[O:5].ClC([O-])=O.Cl[C:17]([O:19][CH3:20])=O.N1[CH:26]=[CH:25][CH:24]=[CH:23][CH:22]=1. (2) Given the product [CH3:24][C:23]([CH3:26])([CH3:25])[C:22](=[O:27])[CH2:21][CH2:20][C:17]1[CH:18]=[CH:19][C:14]([C:3]([C:6]2[CH:11]=[CH:10][C:9]([O:12][S:30]([C:33]([F:36])([F:35])[F:34])(=[O:31])=[O:29])=[C:8]([CH3:13])[CH:7]=2)([CH2:4][CH3:5])[CH2:1][CH3:2])=[CH:15][C:16]=1[CH3:28], predict the reactants needed to synthesize it. The reactants are: [CH2:1]([C:3]([C:14]1[CH:19]=[CH:18][C:17]([CH2:20][CH2:21][C:22](=[O:27])[C:23]([CH3:26])([CH3:25])[CH3:24])=[C:16]([CH3:28])[CH:15]=1)([C:6]1[CH:11]=[CH:10][C:9]([OH:12])=[C:8]([CH3:13])[CH:7]=1)[CH2:4][CH3:5])[CH3:2].[O:29](S(C(F)(F)F)(=O)=O)[S:30]([C:33]([F:36])([F:35])[F:34])(=O)=[O:31].N1C=CC=CC=1.C([O-])(O)=O.[Na+]. (3) Given the product [Br:1][C:2]1[CH:3]=[C:4]2[C:9](=[CH:10][CH:11]=1)[N:8]=[CH:7][C:6]([N:24]1[CH2:23][CH2:22][N:21]([C:19]([O:18][C:14]([CH3:17])([CH3:16])[CH3:15])=[O:20])[CH2:26][CH2:25]1)=[C:5]2[Cl:13], predict the reactants needed to synthesize it. The reactants are: [Br:1][C:2]1[CH:3]=[C:4]2[C:9](=[CH:10][CH:11]=1)[N:8]=[CH:7][C:6](I)=[C:5]2[Cl:13].[C:14]([O:18][C:19]([N:21]1[CH2:26][CH2:25][NH:24][CH2:23][CH2:22]1)=[O:20])([CH3:17])([CH3:16])[CH3:15].C1(P(C2C=CC=CC=2)C2C3OC4C(=CC=CC=4P(C4C=CC=CC=4)C4C=CC=CC=4)C(C)(C)C=3C=CC=2)C=CC=CC=1.CC(C)([O-])C.[Na+]. (4) Given the product [C:31]([Si:28]([CH3:29])([CH3:30])[O:27][CH2:26][CH2:25][N:22]1[CH2:21][CH2:20][CH:19]([N:15]2[C:14]([C:8]3[S:9][C:10]4[CH2:11][CH2:12][O:13][C:4]5[CH:3]=[C:2]([C:43]6[CH:42]=[N:41][N:40]([CH2:39][C:38]([CH3:54])([OH:55])[CH3:37])[CH:44]=6)[CH:36]=[CH:35][C:5]=5[C:6]=4[N:7]=3)=[N:18][CH:17]=[N:16]2)[CH2:24][CH2:23]1)([CH3:34])([CH3:32])[CH3:33], predict the reactants needed to synthesize it. The reactants are: Br[C:2]1[CH:36]=[CH:35][C:5]2[C:6]3[N:7]=[C:8]([C:14]4[N:15]([CH:19]5[CH2:24][CH2:23][N:22]([CH2:25][CH2:26][O:27][Si:28]([C:31]([CH3:34])([CH3:33])[CH3:32])([CH3:30])[CH3:29])[CH2:21][CH2:20]5)[N:16]=[CH:17][N:18]=4)[S:9][C:10]=3[CH2:11][CH2:12][O:13][C:4]=2[CH:3]=1.[CH3:37][C:38]([OH:55])([CH3:54])[CH2:39][N:40]1[CH:44]=[C:43](B2OC(C)(C)C(C)(C)O2)[CH:42]=[N:41]1. (5) Given the product [CH3:36][C:34]1[CH:35]=[C:27]([CH2:26][C@@H:21]([O:20][C:18]([N:15]2[CH2:14][CH2:13][CH:12]([C:11]3[C:2](=[O:1])[NH:3][C:4]4[C:9]([CH:10]=3)=[CH:8][CH:7]=[CH:6][CH:5]=4)[CH2:17][CH2:16]2)=[O:19])[C:22]([OH:24])=[O:23])[CH:28]=[C:29]2[C:33]=1[NH:32][N:31]=[CH:30]2, predict the reactants needed to synthesize it. The reactants are: [O:1]=[C:2]1[C:11]([CH:12]2[CH2:17][CH2:16][N:15]([C:18]([O:20][C@H:21]([CH2:26][C:27]3[CH:28]=[C:29]4[C:33](=[C:34]([CH3:36])[CH:35]=3)[NH:32][N:31]=[CH:30]4)[C:22]([O:24]C)=[O:23])=[O:19])[CH2:14][CH2:13]2)=[CH:10][C:9]2[C:4](=[CH:5][CH:6]=[CH:7][CH:8]=2)[NH:3]1.O.[OH-].[Li+]. (6) Given the product [Cl:1][C:2]1[C:3]([O:12][CH3:13])=[C:4]([C:8](=[O:11])[CH2:9][CH3:10])[CH:5]=[CH:6][CH:7]=1, predict the reactants needed to synthesize it. The reactants are: [Cl:1][C:2]1[C:3]([OH:12])=[C:4]([C:8](=[O:11])[CH2:9][CH3:10])[CH:5]=[CH:6][CH:7]=1.[C:13](=O)([O-])[O-].[K+].[K+].S(OC)(OC)(=O)=O.